This data is from Peptide-MHC class I binding affinity with 185,985 pairs from IEDB/IMGT. The task is: Regression. Given a peptide amino acid sequence and an MHC pseudo amino acid sequence, predict their binding affinity value. This is MHC class I binding data. (1) The peptide sequence is IYVLVMLVL. The MHC is HLA-A02:06 with pseudo-sequence HLA-A02:06. The binding affinity (normalized) is 0.170. (2) The peptide sequence is KIPAPPSAAI. The MHC is Mamu-A01 with pseudo-sequence Mamu-A01. The binding affinity (normalized) is 0.605. (3) The peptide sequence is KVQEWYLSY. The MHC is HLA-A02:19 with pseudo-sequence HLA-A02:19. The binding affinity (normalized) is 0.0847. (4) The peptide sequence is YISRDELWAR. The MHC is HLA-A68:01 with pseudo-sequence HLA-A68:01. The binding affinity (normalized) is 0.678. (5) The peptide sequence is NTANPDWDFN. The MHC is HLA-A02:01 with pseudo-sequence HLA-A02:01. The binding affinity (normalized) is 0. (6) The peptide sequence is LETLLLLTL. The MHC is HLA-B40:01 with pseudo-sequence HLA-B40:01. The binding affinity (normalized) is 0.838. (7) The peptide sequence is LSSRATWAKN. The MHC is HLA-B57:01 with pseudo-sequence HLA-B57:01. The binding affinity (normalized) is 0.303. (8) The peptide sequence is DVDIYDAVRA. The MHC is HLA-A02:02 with pseudo-sequence HLA-A02:02. The binding affinity (normalized) is 0.